This data is from Choline transporter screen with 302,306 compounds. The task is: Binary Classification. Given a drug SMILES string, predict its activity (active/inactive) in a high-throughput screening assay against a specified biological target. (1) The molecule is O=C1N(CCC(C(C)(C)C)CC1)CCOc1ccccc1. The result is 0 (inactive). (2) The result is 0 (inactive). The molecule is Clc1ccc(NC(=O)c2noc(c3sccc3)c2)cc1. (3) The molecule is O(CCN(C)C)c1cc2c(cc1)cccc2. The result is 0 (inactive). (4) The compound is O1C=2CC(CC(=O)C2C(c2n(ccc2)C)C(=C1N)C#N)(C)C. The result is 0 (inactive). (5) The drug is s1c2c(CCCC2)c2c1nc([nH]c2=O)CCC(=O)NCCc1ccc(OC)cc1. The result is 0 (inactive).